This data is from Reaction yield outcomes from USPTO patents with 853,638 reactions. The task is: Predict the reaction yield, written as a fraction of the theoretical maximum amount of product (1.0 means a 100% yield; for example, 0.34 means a 34% yield). (1) The reactants are Br[C:2]1[CH:7]=[CH:6][CH:5]=[CH:4][N:3]=1.[Li]CCCC.[C:13]([C:21]1[CH:26]=[CH:25][CH:24]=[CH:23][CH:22]=1)(=[O:20])[C:14]1[CH:19]=[CH:18][CH:17]=[CH:16][CH:15]=1. The catalyst is C1COCC1. The product is [C:21]1([C:13]([C:14]2[CH:15]=[CH:16][CH:17]=[CH:18][CH:19]=2)([C:2]2[CH:7]=[CH:6][CH:5]=[CH:4][N:3]=2)[OH:20])[CH:22]=[CH:23][CH:24]=[CH:25][CH:26]=1. The yield is 0.950. (2) The product is [N:1]1[C:10]2[C:5](=[CH:6][CH:7]=[CH:8][CH:9]=2)[C:4]([CH:11]([OH:12])[CH3:13])=[CH:3][CH:2]=1. The catalyst is C1COCC1.C(=O)=O. The reactants are [N:1]1[C:10]2[C:5](=[CH:6][CH:7]=[CH:8][CH:9]=2)[C:4]([CH:11]=[O:12])=[CH:3][CH:2]=1.[CH3:13][Mg]I.C(OCC)C. The yield is 1.00. (3) The product is [CH:39]1([C:37]([NH:36][C:34]2[N:35]=[C:30]3[CH:29]=[CH:28][C:27]([O:26][C:25]4[CH:24]=[C:23]([NH:22][C:7]([C:5]5[N:6]=[C:2]([CH3:1])[S:3][C:4]=5[CH3:10])=[O:9])[CH:44]=[CH:43][CH:42]=4)=[CH:32][N:31]3[N:33]=2)=[O:38])[CH2:40][CH2:41]1. The yield is 0.630. The reactants are [CH3:1][C:2]1[S:3][C:4]([CH3:10])=[C:5]([C:7]([OH:9])=O)[N:6]=1.O1CCCC1.C(Cl)(=O)C(Cl)=O.[NH2:22][C:23]1[CH:24]=[C:25]([CH:42]=[CH:43][CH:44]=1)[O:26][C:27]1[CH:28]=[CH:29][C:30]2[N:31]([N:33]=[C:34]([NH:36][C:37]([CH:39]3[CH2:41][CH2:40]3)=[O:38])[N:35]=2)[CH:32]=1. The catalyst is CN(C)C=O.CN(C)C(=O)C. (4) The reactants are [Cl:1][C:2]([Cl:7])([Cl:6])[C:3](Cl)=[O:4].[NH:8]1[CH:12]=[CH:11][CH:10]=[CH:9]1.C(=O)([O-])[O-].[Na+].[Na+]. The catalyst is CCOCC.O. The product is [Cl:1][C:2]([Cl:7])([Cl:6])[C:3]([C:9]1[NH:8][CH:12]=[CH:11][CH:10]=1)=[O:4]. The yield is 0.910. (5) The yield is 0.320. The product is [NH:3]1[C:4]2[CH:9]=[CH:8][CH:7]=[CH:6][C:5]=2[N:1]=[C:2]1[C:10]1[C:14]([NH:15][C:22]([CH:19]2[CH2:20][CH2:21][O:16][CH2:17][CH2:18]2)=[O:23])=[CH:13][NH:12][N:11]=1. The reactants are [NH:1]1[C:5]2[CH:6]=[CH:7][CH:8]=[CH:9][C:4]=2[N:3]=[C:2]1[C:10]1[C:14]([NH2:15])=[CH:13][NH:12][N:11]=1.[O:16]1[CH2:21][CH2:20][CH:19]([C:22](Cl)=[O:23])[CH2:18][CH2:17]1.N1C2C=CC=CC=2N=C1C1C(NC(=O)C(C)C)=CNN=1. No catalyst specified.